Dataset: Forward reaction prediction with 1.9M reactions from USPTO patents (1976-2016). Task: Predict the product of the given reaction. Given the reactants [CH3:1][O:2][C:3]1[CH:4]=[C:5]2[C:10](=[CH:11][C:12]=1[O:13][CH3:14])[N:9]=[CH:8][CH:7]=[C:6]2[O:15][C:16]1[CH:22]=[CH:21][C:19]([NH2:20])=[C:18]([CH3:23])[C:17]=1[CH3:24].Cl[C:26](Cl)([O:28][C:29](=[O:35])OC(Cl)(Cl)Cl)Cl.[CH3:37][C:38](=C)[CH2:39]O.C(=O)(O)[O-].[Na+], predict the reaction product. The product is: [CH3:1][O:2][C:3]1[CH:4]=[C:5]2[C:10](=[CH:11][C:12]=1[O:13][CH3:14])[N:9]=[CH:8][CH:7]=[C:6]2[O:15][C:16]1[CH:22]=[CH:21][C:19]([NH:20][C:29](=[O:35])[O:28][CH2:26][C:38]([CH3:39])=[CH2:37])=[C:18]([CH3:23])[C:17]=1[CH3:24].